This data is from NCI-60 drug combinations with 297,098 pairs across 59 cell lines. The task is: Regression. Given two drug SMILES strings and cell line genomic features, predict the synergy score measuring deviation from expected non-interaction effect. (1) Drug 1: CC1=CC2C(CCC3(C2CCC3(C(=O)C)OC(=O)C)C)C4(C1=CC(=O)CC4)C. Drug 2: CC1CCC2CC(C(=CC=CC=CC(CC(C(=O)C(C(C(=CC(C(=O)CC(OC(=O)C3CCCCN3C(=O)C(=O)C1(O2)O)C(C)CC4CCC(C(C4)OC)O)C)C)O)OC)C)C)C)OC. Cell line: HCC-2998. Synergy scores: CSS=12.5, Synergy_ZIP=-5.75, Synergy_Bliss=-8.15, Synergy_Loewe=-38.9, Synergy_HSA=-10.7. (2) Drug 1: C1CC(=O)NC(=O)C1N2CC3=C(C2=O)C=CC=C3N. Drug 2: N.N.Cl[Pt+2]Cl. Cell line: SW-620. Synergy scores: CSS=5.73, Synergy_ZIP=1.04, Synergy_Bliss=5.38, Synergy_Loewe=2.25, Synergy_HSA=0.845. (3) Drug 1: CCCS(=O)(=O)NC1=C(C(=C(C=C1)F)C(=O)C2=CNC3=C2C=C(C=N3)C4=CC=C(C=C4)Cl)F. Drug 2: CCCS(=O)(=O)NC1=C(C(=C(C=C1)F)C(=O)C2=CNC3=C2C=C(C=N3)C4=CC=C(C=C4)Cl)F. Cell line: M14. Synergy scores: CSS=59.1, Synergy_ZIP=-1.24, Synergy_Bliss=-2.42, Synergy_Loewe=0.323, Synergy_HSA=4.53. (4) Drug 1: CN1C(=O)N2C=NC(=C2N=N1)C(=O)N. Drug 2: CC1CC(C(C(C=C(C(C(C=CC=C(C(=O)NC2=CC(=O)C(=C(C1)C2=O)OC)C)OC)OC(=O)N)C)C)O)OC. Cell line: T-47D. Synergy scores: CSS=-8.47, Synergy_ZIP=13.3, Synergy_Bliss=11.7, Synergy_Loewe=-4.38, Synergy_HSA=-1.46.